This data is from Catalyst prediction with 721,799 reactions and 888 catalyst types from USPTO. The task is: Predict which catalyst facilitates the given reaction. (1) The catalyst class is: 2. Reactant: [CH2:1]([O:3][C:4]([CH:6]1[CH2:13][CH:12]2[NH:14][CH:8]([CH2:9][C:10](=[O:15])[CH2:11]2)[CH2:7]1)=[O:5])[CH3:2].CCN(CC)CC.[Cl:23][C:24]1[CH:29]=[CH:28][C:27]([S:30](Cl)(=[O:32])=[O:31])=[CH:26][CH:25]=1. Product: [CH2:1]([O:3][C:4]([CH:6]1[CH2:13][CH:12]2[N:14]([S:30]([C:27]3[CH:28]=[CH:29][C:24]([Cl:23])=[CH:25][CH:26]=3)(=[O:32])=[O:31])[CH:8]([CH2:9][C:10](=[O:15])[CH2:11]2)[CH2:7]1)=[O:5])[CH3:2]. (2) Reactant: Cl[C:2]1[N:7]=[C:6]([C:8]([F:11])([F:10])[F:9])[C:5]([C:12]([N:14]2[CH2:19][CH2:18][S:17](=[O:21])(=[O:20])[CH2:16][CH2:15]2)=[O:13])=[CH:4][N:3]=1.Cl.[NH2:23][C:24]12[CH2:33][CH:28]3[CH2:29][CH:30]([CH2:32][C:26]([CH2:34][CH3:35])([CH2:27]3)[CH2:25]1)[CH2:31]2.CN(C)C=O.C(=O)([O-])[O-].[K+].[K+]. Product: [O:20]=[S:17]1(=[O:21])[CH2:18][CH2:19][N:14]([C:12]([C:5]2[C:6]([C:8]([F:11])([F:10])[F:9])=[N:7][C:2]([NH:23][C:24]34[CH2:31][CH:30]5[CH2:29][CH:28]([CH2:27][C:26]([CH2:34][CH3:35])([CH2:32]5)[CH2:25]3)[CH2:33]4)=[N:3][CH:4]=2)=[O:13])[CH2:15][CH2:16]1. The catalyst class is: 6. (3) Reactant: [Br:1][C:2]1[CH:3]=[CH:4][C:5]([O:15][CH2:16][C:17]2[CH:22]=[CH:21][C:20]([F:23])=[CH:19][C:18]=2[F:24])=[C:6]([C:8](=O)[CH2:9][CH2:10][C:11](=O)[CH3:12])[CH:7]=1.[NH2:25][C:26]1[CH:34]=[CH:33][C:29]([C:30]([NH2:32])=[O:31])=[CH:28][CH:27]=1.CC1C=CC(S(O)(=O)=O)=CC=1. Product: [Br:1][C:2]1[CH:3]=[CH:4][C:5]([O:15][CH2:16][C:17]2[CH:22]=[CH:21][C:20]([F:23])=[CH:19][C:18]=2[F:24])=[C:6]([C:8]2[N:25]([C:26]3[CH:34]=[CH:33][C:29]([C:30]([NH2:32])=[O:31])=[CH:28][CH:27]=3)[C:11]([CH3:12])=[CH:10][CH:9]=2)[CH:7]=1. The catalyst class is: 11. (4) Reactant: [Cl:1][C:2]1[CH:3]=[C:4]2[C:10](B3OC(C)(C)C(C)(C)O3)=[CH:9][N:8]([S:20]([C:23]3[CH:28]=[CH:27][C:26]([CH3:29])=[CH:25][CH:24]=3)(=[O:22])=[O:21])[C:5]2=[N:6][CH:7]=1.C(#N)C.Cl[C:34]1[N:39]=[C:38]([NH:40][C@H:41]2[CH2:46][CH2:45][CH2:44][C@@H:43]([O:47][CH3:48])[C@@H:42]2[OH:49])[C:37]([F:50])=[CH:36][N:35]=1.C(=O)([O-])[O-].[Na+].[Na+]. Product: [Cl:1][C:2]1[CH:3]=[C:4]2[C:10]([C:34]3[N:39]=[C:38]([NH:40][C@H:41]4[CH2:46][CH2:45][CH2:44][C@@H:43]([O:47][CH3:48])[C@@H:42]4[OH:49])[C:37]([F:50])=[CH:36][N:35]=3)=[CH:9][N:8]([S:20]([C:23]3[CH:24]=[CH:25][C:26]([CH3:29])=[CH:27][CH:28]=3)(=[O:21])=[O:22])[C:5]2=[N:6][CH:7]=1. The catalyst class is: 153. (5) Reactant: C([N:8](CC1C=CC=CC=1)[C@H:9]1[CH2:13][CH2:12][C@H:11]([C:14]([OH:17])([CH3:16])[CH3:15])[CH2:10]1)C1C=CC=CC=1.CC(=O)OCC. Product: [NH2:8][C@H:9]1[CH2:13][CH2:12][C@H:11]([C:14]([OH:17])([CH3:16])[CH3:15])[CH2:10]1. The catalyst class is: 320. (6) Reactant: [CH3:1][C:2]1[CH:9]=[CH:8][CH:7]=[CH:6][C:3]=1[C:4]#[N:5].[CH3:10][C:11]1[CH:16]=[CH:15][CH:14]=[CH:13][C:12]=1[Mg]Br. Product: [C:2]1([CH3:1])[CH:9]=[CH:8][CH:7]=[CH:6][C:3]=1[C:4]([C:12]1[CH:13]=[CH:14][CH:15]=[CH:16][C:11]=1[CH3:10])=[NH:5]. The catalyst class is: 7.